This data is from TCR-epitope binding with 47,182 pairs between 192 epitopes and 23,139 TCRs. The task is: Binary Classification. Given a T-cell receptor sequence (or CDR3 region) and an epitope sequence, predict whether binding occurs between them. (1) The epitope is EHPTFTSQYRIQGKL. The TCR CDR3 sequence is CASSYGGGTEAFF. Result: 1 (the TCR binds to the epitope). (2) The epitope is NQKLIANQF. The TCR CDR3 sequence is CASSLADGDSGNTIYF. Result: 0 (the TCR does not bind to the epitope).